Predict which catalyst facilitates the given reaction. From a dataset of Catalyst prediction with 721,799 reactions and 888 catalyst types from USPTO. (1) Product: [CH3:32][O:33][C:34]([C:36]1[N:37]([CH3:45])[C:38]([S:41]([N:15]2[CH2:16][CH2:17][CH:12]([S:11][C:9]3[CH:8]=[C:7]([C:18]([CH3:21])([CH3:20])[CH3:19])[C:6]([OH:22])=[C:5]([C:1]([CH3:4])([CH3:3])[CH3:2])[CH:10]=3)[CH2:13][CH2:14]2)(=[O:43])=[O:42])=[CH:39][CH:40]=1)=[O:35]. The catalyst class is: 375. Reactant: [C:1]([C:5]1[CH:10]=[C:9]([S:11][CH:12]2[CH2:17][CH2:16][NH:15][CH2:14][CH2:13]2)[CH:8]=[C:7]([C:18]([CH3:21])([CH3:20])[CH3:19])[C:6]=1[OH:22])([CH3:4])([CH3:3])[CH3:2].C(N(C(C)C)CC)(C)C.[CH3:32][O:33][C:34]([C:36]1[N:37]([CH3:45])[C:38]([S:41](Cl)(=[O:43])=[O:42])=[CH:39][CH:40]=1)=[O:35]. (2) Reactant: [F:1][C:2]1[CH:7]=[CH:6][C:5]([N:8]([CH3:10])[CH3:9])=[CH:4][C:3]=1[NH2:11].N1C=CC=CC=1.Cl[C:19](Cl)([O:21]C(=O)OC(Cl)(Cl)Cl)Cl. Product: [CH3:10][N:8]([CH3:9])[C:5]1[CH:6]=[CH:7][C:2]([F:1])=[C:3]([N:11]=[C:19]=[O:21])[CH:4]=1. The catalyst class is: 4. (3) Reactant: [CH:1]1(Br)[CH2:5][CH2:4][CH2:3][CH2:2]1.[OH-].[Na+].[NH:9]1[CH2:12][CH:11]([CH2:13][O:14][C:15]2[CH:20]=[CH:19][C:18]([C:21]3([CH2:27][N:28]([CH3:30])[CH3:29])[CH2:26][CH2:25][O:24][CH2:23][CH2:22]3)=[CH:17][CH:16]=2)[CH2:10]1. Product: [CH:1]1([N:9]2[CH2:12][CH:11]([CH2:13][O:14][C:15]3[CH:16]=[CH:17][C:18]([C:21]4([CH2:27][N:28]([CH3:30])[CH3:29])[CH2:26][CH2:25][O:24][CH2:23][CH2:22]4)=[CH:19][CH:20]=3)[CH2:10]2)[CH2:5][CH2:4][CH2:3][CH2:2]1. The catalyst class is: 21. (4) Reactant: [CH3:1][C:2](=[N+]=[N-])[C:3]([C:5]1[CH:10]=[CH:9][C:8]([O:11][CH3:12])=[CH:7][CH:6]=1)=[O:4].[CH3:15][O:16][C:17]1[O:18]C=[CH:20][CH:21]=1. Product: [CH3:12][O:11][C:8]1[CH:9]=[CH:10][C:5]([C:3](=[O:4])/[CH:2]=[CH:1]/[CH:20]=[CH:21]\[C:17]([O:16][CH3:15])=[O:18])=[CH:6][CH:7]=1. The catalyst class is: 81. (5) Reactant: Cl[C:2]1[S:3][C:4]2[CH:10]=[C:9]([O:11][CH3:12])[CH:8]=[CH:7][C:5]=2[N:6]=1.[CH:13]1([CH2:19][NH2:20])[CH2:18][CH2:17][CH2:16][CH2:15][CH2:14]1.CCN(C(C)C)C(C)C. Product: [CH:13]1([CH2:19][NH:20][C:2]2[S:3][C:4]3[CH:10]=[C:9]([O:11][CH3:12])[CH:8]=[CH:7][C:5]=3[N:6]=2)[CH2:18][CH2:17][CH2:16][CH2:15][CH2:14]1. The catalyst class is: 296.